From a dataset of Forward reaction prediction with 1.9M reactions from USPTO patents (1976-2016). Predict the product of the given reaction. (1) Given the reactants [C:1]([C:3]1[CH:8]=[CH:7][C:6]([CH:9]2[C:14]([C:15]([O:17][CH2:18][CH3:19])=[O:16])=[C:13]([CH3:20])[N:12]([C:21]3[CH:26]=[CH:25][C:24]([F:27])=[C:23]([C:28]([F:31])([F:30])[F:29])[CH:22]=3)[C:11](=[O:32])[NH:10]2)=[CH:5][CH:4]=1)#[N:2].[Br:33]Br, predict the reaction product. The product is: [C:1]([C:3]1[CH:4]=[CH:5][C:6]([CH:9]2[C:14]([C:15]([O:17][CH2:18][CH3:19])=[O:16])=[C:13]([CH2:20][Br:33])[N:12]([C:21]3[CH:26]=[CH:25][C:24]([F:27])=[C:23]([C:28]([F:29])([F:31])[F:30])[CH:22]=3)[C:11](=[O:32])[NH:10]2)=[CH:7][CH:8]=1)#[N:2]. (2) Given the reactants [Br:1][C:2]1[CH:3]=[N:4][CH:5]=[C:6](F)[CH:7]=1.[NH:9]1[CH:13]=[C:12]([C:14](=[O:16])[CH3:15])[CH:11]=[N:10]1.C([O-])([O-])=O.[Cs+].[Cs+], predict the reaction product. The product is: [Br:1][C:2]1[CH:7]=[C:6]([N:9]2[CH:13]=[C:12]([C:14](=[O:16])[CH3:15])[CH:11]=[N:10]2)[CH:5]=[N:4][CH:3]=1. (3) Given the reactants [CH:1]1([C:5]2[CH:14]=[CH:13][C:8]([C:9]([O:11][CH3:12])=[O:10])=[CH:7][CH:6]=2)[CH2:4][CH2:3][CH2:2]1.[I:15]([O-])(=O)(=O)=O.[Na+].II.S(=O)(=O)(O)O, predict the reaction product. The product is: [CH:1]1([C:5]2[CH:6]=[CH:7][C:8]([C:9]([O:11][CH3:12])=[O:10])=[CH:13][C:14]=2[I:15])[CH2:2][CH2:3][CH2:4]1. (4) Given the reactants [CH2:1]([N:8]1[CH2:12][C@@H:11]([N:13]([CH2:26]CC(C)C)[S:14]([C:17]2[CH:22]=[CH:21][C:20]([N+:23]([O-:25])=[O:24])=[CH:19][CH:18]=2)(=[O:16])=[O:15])[C@H:10]([NH:31]C(=O)OC(C)(C)C)[CH2:9]1)[C:2]1[CH:7]=[CH:6][CH:5]=[CH:4][CH:3]=1, predict the reaction product. The product is: [NH2:31][C@@H:10]1[CH2:9][N:8]([CH2:1][C:2]2[CH:7]=[CH:6][CH:5]=[CH:4][CH:3]=2)[CH2:12][C@H:11]1[N:13]([CH3:26])[S:14]([C:17]1[CH:22]=[CH:21][C:20]([N+:23]([O-:25])=[O:24])=[CH:19][CH:18]=1)(=[O:15])=[O:16]. (5) Given the reactants [CH:1]1([C:4]2[N:8]=[C:7]([CH:9]3[CH2:14][CH:13]([C:15]4[CH:20]=[CH:19][C:18]([C:21]([F:24])([F:23])[CH3:22])=[CH:17][CH:16]=4)[CH2:12][N:11]([C:25]([N:27]4[CH2:32][CH2:31][S:30][CH2:29][CH2:28]4)=[O:26])[CH2:10]3)[O:6][N:5]=2)[CH2:3][CH2:2]1.ClC1C=CC=C(C(OO)=[O:41])C=1, predict the reaction product. The product is: [CH:1]1([C:4]2[N:8]=[C:7]([CH:9]3[CH2:14][CH:13]([C:15]4[CH:16]=[CH:17][C:18]([C:21]([F:24])([F:23])[CH3:22])=[CH:19][CH:20]=4)[CH2:12][N:11]([C:25]([N:27]4[CH2:28][CH2:29][S:30](=[O:41])[CH2:31][CH2:32]4)=[O:26])[CH2:10]3)[O:6][N:5]=2)[CH2:2][CH2:3]1. (6) Given the reactants C[O:2][C:3]1[N:8]=[CH:7][C:6]([N:9]2[CH2:14][CH2:13][CH:12]([N:15]3[CH2:19][CH2:18][C@@H:17]([NH:20][C:21](=[O:36])[CH2:22][NH:23][C:24](=[O:35])[C:25]4[CH:30]=[CH:29][CH:28]=[C:27]([C:31]([F:34])([F:33])[F:32])[CH:26]=4)[CH2:16]3)[CH2:11][CH2:10]2)=[CH:5][CH:4]=1.CO[C:39]1N=CC(N)=C[CH:40]=1, predict the reaction product. The product is: [NH2:8][C:3]([C:4]1[CH:5]=[C:6]([N:9]2[CH2:10][CH2:11][CH:12]([N:15]3[CH2:19][CH2:18][C@@H:17]([NH:20][C:21](=[O:36])[CH2:22][NH:23][C:24](=[O:35])[C:25]4[CH:30]=[CH:29][CH:28]=[C:27]([C:31]([F:34])([F:33])[F:32])[CH:26]=4)[CH2:16]3)[CH2:13][CH2:14]2)[CH:7]=[CH:39][CH:40]=1)=[O:2]. (7) The product is: [N+:1]([C:4]1[CH:5]=[N:6][CH:7]=[CH:8][C:9]=1[C:10]1[CH2:19][CH2:18][C:13](=[O:14])[CH2:12][CH:11]=1)([O-:3])=[O:2]. Given the reactants [N+:1]([C:4]1[CH:5]=[N:6][CH:7]=[CH:8][C:9]=1[C:10]1[CH2:19][CH2:18][C:13]2(OCC[O:14]2)[CH2:12][CH:11]=1)([O-:3])=[O:2], predict the reaction product. (8) Given the reactants [Cl:1][C:2]1[CH:9]=[CH:8][C:5]([CH:6]=O)=[CH:4][C:3]=1[N+:10]([O-:12])=[O:11].[Br-].[CH2:14]([P+](C1C=CC=CC=1)(C1C=CC=CC=1)C1C=CC=CC=1)[C:15]1[CH:20]=[CH:19][CH:18]=[CH:17][CH:16]=1.[H-].[Na+].Cl, predict the reaction product. The product is: [Cl:1][C:2]1[CH:9]=[CH:8][C:5](/[CH:6]=[CH:14]\[C:15]2[CH:20]=[CH:19][CH:18]=[CH:17][CH:16]=2)=[CH:4][C:3]=1[N+:10]([O-:12])=[O:11]. (9) Given the reactants [C:1]([C:3]1[CH:8]=[CH:7][C:6]([C:9]2[C:14]([C:15]#[N:16])=[C:13]([C:17]3[CH:22]=[CH:21][C:20]([OH:23])=[CH:19][C:18]=3[F:24])[N:12]=[C:11]3[NH:25][N:26]=[CH:27][C:10]=23)=[CH:5][CH:4]=1)#[N:2].[OH-:28].[K+].Cl, predict the reaction product. The product is: [C:15]([C:14]1[C:9]([C:6]2[CH:5]=[CH:4][C:3]([C:1]([NH2:2])=[O:28])=[CH:8][CH:7]=2)=[C:10]2[CH:27]=[N:26][NH:25][C:11]2=[N:12][C:13]=1[C:17]1[CH:22]=[CH:21][C:20]([OH:23])=[CH:19][C:18]=1[F:24])#[N:16]. (10) Given the reactants [OH:1][C:2]1[CH:7]=[CH:6][C:5]([CH2:8][CH2:9][C:10]([OH:12])=[O:11])=[CH:4][CH:3]=1.[H-].[Na+].[CH2:15](Br)[C:16]1[CH:21]=[CH:20][CH:19]=[CH:18][CH:17]=1, predict the reaction product. The product is: [CH2:15]([O:1][C:2]1[CH:3]=[CH:4][C:5]([CH2:8][CH2:9][C:10]([OH:12])=[O:11])=[CH:6][CH:7]=1)[C:16]1[CH:21]=[CH:20][CH:19]=[CH:18][CH:17]=1.